From a dataset of NCI-60 drug combinations with 297,098 pairs across 59 cell lines. Regression. Given two drug SMILES strings and cell line genomic features, predict the synergy score measuring deviation from expected non-interaction effect. (1) Drug 1: CC1CCC2CC(C(=CC=CC=CC(CC(C(=O)C(C(C(=CC(C(=O)CC(OC(=O)C3CCCCN3C(=O)C(=O)C1(O2)O)C(C)CC4CCC(C(C4)OC)O)C)C)O)OC)C)C)C)OC. Drug 2: C1C(C(OC1N2C=NC(=NC2=O)N)CO)O. Cell line: NCI-H460. Synergy scores: CSS=14.4, Synergy_ZIP=-2.82, Synergy_Bliss=-0.764, Synergy_Loewe=1.37, Synergy_HSA=0.955. (2) Drug 1: CC1OCC2C(O1)C(C(C(O2)OC3C4COC(=O)C4C(C5=CC6=C(C=C35)OCO6)C7=CC(=C(C(=C7)OC)O)OC)O)O. Drug 2: C1=CC=C(C(=C1)C(C2=CC=C(C=C2)Cl)C(Cl)Cl)Cl. Cell line: OVCAR-5. Synergy scores: CSS=13.6, Synergy_ZIP=-3.54, Synergy_Bliss=0.629, Synergy_Loewe=-5.51, Synergy_HSA=0.922.